Predict the reaction yield, written as a fraction of the theoretical maximum amount of product (1.0 means a 100% yield; for example, 0.34 means a 34% yield). From a dataset of Reaction yield outcomes from USPTO patents with 853,638 reactions. (1) The reactants are Br[C:2]1[S:6][C:5]([C:7]2[C:8]([CH3:22])=[N:9][N:10]3[C:15]([CH:16]([CH2:19][CH3:20])[CH2:17][CH3:18])=[CH:14][C:13]([CH3:21])=[N:12][C:11]=23)=[C:4]([Cl:23])[CH:3]=1.[I-].[Na+].[CH3:26][O-:27].[Na+].CO. The catalyst is [Cu]=O.CO. The product is [Cl:23][C:4]1[CH:3]=[C:2]([O:27][CH3:26])[S:6][C:5]=1[C:7]1[C:8]([CH3:22])=[N:9][N:10]2[C:15]([CH:16]([CH2:19][CH3:20])[CH2:17][CH3:18])=[CH:14][C:13]([CH3:21])=[N:12][C:11]=12. The yield is 0.210. (2) The reactants are [C:1]([C:9]1([CH3:22])[CH2:14][CH2:13][CH2:12][N:11]([C:15]([O:17][C:18]([CH3:21])([CH3:20])[CH3:19])=[O:16])[CH2:10]1)(=[O:8])[C:2]1[CH:7]=[CH:6][CH:5]=[CH:4][CH:3]=1.[BH4-].[Na+]. The catalyst is C1COCC1.CO. The product is [OH:8][CH:1]([C:2]1[CH:3]=[CH:4][CH:5]=[CH:6][CH:7]=1)[C:9]1([CH3:22])[CH2:14][CH2:13][CH2:12][N:11]([C:15]([O:17][C:18]([CH3:19])([CH3:20])[CH3:21])=[O:16])[CH2:10]1. The yield is 0.710. (3) The reactants are Cl[CH2:2][CH2:3][CH2:4][O:5][C:6]1[CH:15]=[C:14]2[C:9]([C:10]([O:16][C:17]3[C:18]([CH3:27])=[N:19][C:20]4[C:25]([CH:26]=3)=[CH:24][CH:23]=[CH:22][CH:21]=4)=[CH:11][CH:12]=[N:13]2)=[CH:8][C:7]=1[O:28][CH3:29].C(=O)([O-])[O-].[K+].[K+].Cl.[NH2:37][C:38]([NH2:40])=[NH:39].[H-].[Na+]. The catalyst is O.CN(C)C=O. The product is [CH3:29][O:28][C:7]1[CH:8]=[C:9]2[C:14](=[CH:15][C:6]=1[O:5][CH2:4][CH2:3][CH2:2][NH:39][C:38]([NH2:40])=[NH:37])[N:13]=[CH:12][CH:11]=[C:10]2[O:16][C:17]1[C:18]([CH3:27])=[N:19][C:20]2[C:25]([CH:26]=1)=[CH:24][CH:23]=[CH:22][CH:21]=2. The yield is 0.170. (4) The reactants are [CH3:1][C:2]1[CH:7]=[CH:6][C:5]([S:8]([O:11][CH2:12][CH:13]2[CH2:17][C:16]3[C:18]([F:23])=[CH:19][CH:20]=[C:21](Br)[C:15]=3[O:14]2)(=[O:10])=[O:9])=[CH:4][CH:3]=1.[CH3:24][C:25]1[CH:30]=[CH:29][CH:28]=[CH:27][C:26]=1B(O)O.C(=O)([O-])[O-].[K+].[K+]. The catalyst is CC1C=CC=CC=1[P](C1C=CC=CC=1C)([Pd](Cl)(Cl)[P](C1=C(C)C=CC=C1)(C1C=CC=CC=1C)C1C=CC=CC=1C)C1C=CC=CC=1C. The product is [CH3:1][C:2]1[CH:7]=[CH:6][C:5]([S:8]([O:11][CH2:12][CH:13]2[CH2:17][C:16]3[C:18]([F:23])=[CH:19][CH:20]=[C:21]([C:26]4[CH:27]=[CH:28][CH:29]=[CH:30][C:25]=4[CH3:24])[C:15]=3[O:14]2)(=[O:10])=[O:9])=[CH:4][CH:3]=1. The yield is 0.650. (5) The reactants are [N:1]1([C:7](Cl)=[O:8])[CH2:6][CH2:5][O:4][CH2:3][CH2:2]1.[Cl:10][C:11]1[C:12]([F:37])=[C:13]([CH:34]=[CH:35][CH:36]=1)[NH:14][C:15]1[C:24]2[C:19](=[CH:20][C:21]([O:32][CH3:33])=[C:22]([O:25][CH:26]3[CH2:31][CH2:30][NH:29][CH2:28][CH2:27]3)[CH:23]=2)[N:18]=[CH:17][N:16]=1.C(N(C(C)C)CC)(C)C. The catalyst is ClCCl. The product is [Cl:10][C:11]1[C:12]([F:37])=[C:13]([CH:34]=[CH:35][CH:36]=1)[NH:14][C:15]1[C:24]2[C:19](=[CH:20][C:21]([O:32][CH3:33])=[C:22]([O:25][CH:26]3[CH2:31][CH2:30][N:29]([C:7]([N:1]4[CH2:6][CH2:5][O:4][CH2:3][CH2:2]4)=[O:8])[CH2:28][CH2:27]3)[CH:23]=2)[N:18]=[CH:17][N:16]=1. The yield is 0.640. (6) The reactants are [C:1]([O:5][C:6]([NH:8][C@H:9]1[CH2:14][CH2:13][CH2:12][CH2:11][C@H:10]1[NH:15][C:16]1[CH:25]=[C:24]([C:26]#[N:27])[C:19]([C:20]([O:22]C)=O)=[C:18]([NH:28][C:29]2[CH:34]=[CH:33][C:32]([F:35])=[C:31]([CH3:36])[CH:30]=2)[N:17]=1)=[O:7])([CH3:4])([CH3:3])[CH3:2]. The catalyst is C(Cl)Cl.CC(O)=O.[Pt]=O. The product is [F:35][C:32]1[CH:33]=[CH:34][C:29]([NH:28][C:18]2[C:19]3[C:20](=[O:22])[NH:27][CH2:26][C:24]=3[CH:25]=[C:16]([NH:15][C@@H:10]3[CH2:11][CH2:12][CH2:13][CH2:14][C@@H:9]3[NH:8][C:6](=[O:7])[O:5][C:1]([CH3:3])([CH3:2])[CH3:4])[N:17]=2)=[CH:30][C:31]=1[CH3:36]. The yield is 0.706. (7) The reactants are [O:1]=[S:2]1(=[O:31])[C:7]2[CH:8]=[C:9]([C:12]([F:15])([F:14])[F:13])[CH:10]=[CH:11][C:6]=2[CH2:5][CH:4]([CH2:16][N:17]([CH2:28][CH2:29]O)[C:18](=[O:27])[O:19][CH2:20][C:21]2[CH:26]=[CH:25][CH:24]=[CH:23][CH:22]=2)[NH:3]1.C(N(CC)CC)C.CS(OS(C)(=O)=O)(=O)=O.C[Si]([N-][Si](C)(C)C)(C)C.[Li+]. The catalyst is ClCCl.[Cl-].[Na+]. The product is [F:14][C:12]([F:13])([F:15])[C:9]1[CH:10]=[CH:11][C:6]2[CH2:5][CH:4]3[CH2:16][N:17]([C:18]([O:19][CH2:20][C:21]4[CH:22]=[CH:23][CH:24]=[CH:25][CH:26]=4)=[O:27])[CH2:28][CH2:29][N:3]3[S:2](=[O:1])(=[O:31])[C:7]=2[CH:8]=1. The yield is 0.830. (8) The reactants are [OH:1][C:2]1[CH:3]=[C:4]([CH2:8][C:9]([O:11][CH3:12])=[O:10])[CH:5]=[CH:6][CH:7]=1.Br[CH2:14][CH2:15][CH2:16][Cl:17].C(=O)([O-])[O-].[K+].[K+]. The catalyst is CC(C)=O. The product is [Cl:17][CH2:16][CH2:15][CH2:14][O:1][C:2]1[CH:3]=[C:4]([CH2:8][C:9]([O:11][CH3:12])=[O:10])[CH:5]=[CH:6][CH:7]=1. The yield is 0.950. (9) The reactants are C(NC(C)C)(C)C.C([Li])CCC.[C:13]([O:16][CH3:17])(=[O:15])[CH3:14].[CH3:18][C:19](=[N:25][S@:26]([C:28]([CH3:31])([CH3:30])[CH3:29])=[O:27])[CH2:20][C@@H:21]([CH3:24])[CH2:22][CH3:23]. The catalyst is C1COCC1.CC(C)[O-].CC(C)[O-].CC(C)[O-].Cl[Ti+3]. The product is [CH3:17][O:16][C:13](=[O:15])[CH2:14][C@@:19]([CH3:18])([NH:25][S@:26]([C:28]([CH3:30])([CH3:29])[CH3:31])=[O:27])[CH2:20][C@@H:21]([CH3:24])[CH2:22][CH3:23]. The yield is 0.620.